This data is from Forward reaction prediction with 1.9M reactions from USPTO patents (1976-2016). The task is: Predict the product of the given reaction. (1) Given the reactants [CH3:1][O:2][C:3]1[CH:8]=[CH:7][C:6]([C:9]#[C:10][C:11]2[CH:12]=[N:13][CH:14]=[CH:15][C:16]=2[CH:17]=O)=[CH:5][CH:4]=1.Cl.[NH2:20][OH:21].C([O-])(=O)C.[Na+], predict the reaction product. The product is: [CH3:1][O:2][C:3]1[CH:8]=[CH:7][C:6]([C:9]#[C:10][C:11]2[CH:12]=[N:13][CH:14]=[CH:15][C:16]=2[CH:17]=[N:20][OH:21])=[CH:5][CH:4]=1. (2) Given the reactants Cl[C:2]1[N:7]=[C:6]([C:8]([F:11])([F:10])[F:9])[C:5]([C:12](Cl)=[O:13])=[CH:4][N:3]=1.C(=O)(O)[O-].[Na+].[F:20][C:21]([F:31])([F:30])[C:22]1[CH:29]=[CH:28][C:25]([CH2:26][NH2:27])=[CH:24][CH:23]=1.C(=O)([O-])[O-].[K+].[K+].[NH:38]1[CH2:42][CH2:41][CH2:40][CH2:39]1, predict the reaction product. The product is: [N:38]1([C:2]2[N:7]=[C:6]([C:8]([F:11])([F:10])[F:9])[C:5]([C:12]([NH:27][CH2:26][C:25]3[CH:28]=[CH:29][C:22]([C:21]([F:30])([F:31])[F:20])=[CH:23][CH:24]=3)=[O:13])=[CH:4][N:3]=2)[CH2:42][CH2:41][CH2:40][CH2:39]1.